Dataset: Full USPTO retrosynthesis dataset with 1.9M reactions from patents (1976-2016). Task: Predict the reactants needed to synthesize the given product. Given the product [CH2:28]([O:18][C:4]1[C:3]([CH3:11])=[C:2]([NH2:1])[CH:7]=[C:6]([N+:8]([O-:10])=[O:9])[CH:5]=1)[CH:29]=[CH2:30], predict the reactants needed to synthesize it. The reactants are: [NH2:1][C:2]1[CH:7]=[C:6]([N+:8]([O-:10])=[O:9])[CH:5]=[CH:4][C:3]=1[CH2:11]O.[K].CCSC(N(CC(C)C)CC(C)C)=[O:18].[CH2:28](Br)[CH:29]=[CH2:30].